This data is from Forward reaction prediction with 1.9M reactions from USPTO patents (1976-2016). The task is: Predict the product of the given reaction. (1) Given the reactants Cl[C:2]1[C:7]([N+:8]([O-:10])=[O:9])=[CH:6][CH:5]=[CH:4][N:3]=1.[Cl:11][C:12]1[CH:13]=[C:14]([NH2:18])[CH:15]=[CH:16][CH:17]=1.C(=O)([O-])[O-].[K+].[K+], predict the reaction product. The product is: [Cl:11][C:12]1[CH:13]=[C:14]([NH:18][C:2]2[C:7]([N+:8]([O-:10])=[O:9])=[CH:6][CH:5]=[CH:4][N:3]=2)[CH:15]=[CH:16][CH:17]=1. (2) Given the reactants N1[CH:6]=[CH:5]C=CC=1.[CH:7](=[N:9]/[OH:10])\[CH3:8].C([CH2:14][C:15]([O-:17])=[O:16])C#C.[CH2:18](N(CC)CC)C, predict the reaction product. The product is: [C:15]([O:17][CH2:5][C:6]1[O:10][N:9]=[C:7]([CH3:18])[CH:8]=1)(=[O:16])[CH3:14]. (3) Given the reactants C[O:2][C:3](=O)[C:4]1[C:9]([CH3:10])=[CH:8][CH:7]=[C:6]([F:11])[C:5]=1[N:12]1[C:16](=[O:17])[N:15]([CH3:18])[N:14]=[N:13]1.O1CCCC1.C([BH-](CC)CC)C.[Li+].Cl, predict the reaction product. The product is: [OH:2][CH2:3][C:4]1[C:9]([CH3:10])=[CH:8][CH:7]=[C:6]([F:11])[C:5]=1[N:12]1[C:16](=[O:17])[N:15]([CH3:18])[N:14]=[N:13]1. (4) Given the reactants [CH2:1]([O:3][C:4]([N:6]1[C:15]2[C:10](=[N:11][C:12]([O:16][CH3:17])=[CH:13][CH:14]=2)[C@@H:9]([NH:18][C:19]2[N:24]=[C:23]([CH2:25][C:26]3[CH:31]=[C:30]([C:32]([F:35])([F:34])[F:33])[CH:29]=[C:28]([C:36]([F:39])([F:38])[F:37])[CH:27]=3)[C:22]([OH:40])=[CH:21][N:20]=2)[CH2:8][C@H:7]1[CH2:41][CH3:42])=[O:5])[CH3:2].Br[CH2:44][CH2:45][CH2:46][C:47]([O:49][CH2:50][CH3:51])=[O:48].C(=O)([O-])[O-].[K+].[K+], predict the reaction product. The product is: [CH2:1]([O:3][C:4]([N:6]1[C:15]2[C:10](=[N:11][C:12]([O:16][CH3:17])=[CH:13][CH:14]=2)[C@@H:9]([NH:18][C:19]2[N:24]=[C:23]([CH2:25][C:26]3[CH:31]=[C:30]([C:32]([F:35])([F:34])[F:33])[CH:29]=[C:28]([C:36]([F:38])([F:39])[F:37])[CH:27]=3)[C:22]([O:40][CH2:44][CH2:45][CH2:46][C:47]([O:49][CH2:50][CH3:51])=[O:48])=[CH:21][N:20]=2)[CH2:8][C@H:7]1[CH2:41][CH3:42])=[O:5])[CH3:2]. (5) Given the reactants [CH3:1][S:2](Cl)(=[O:4])=[O:3].[OH:6][CH2:7][CH2:8][O:9][C:10]1[C:15]([CH3:16])=[CH:14][C:13]([C:17]2[CH:22]=[CH:21][C:20]([C:23]([O:25][CH2:26][CH3:27])=[O:24])=[CH:19][CH:18]=2)=[CH:12][C:11]=1[CH3:28].C(N(CC)CC)C.O, predict the reaction product. The product is: [CH3:1][S:2]([O:6][CH2:7][CH2:8][O:9][C:10]1[C:15]([CH3:16])=[CH:14][C:13]([C:17]2[CH:22]=[CH:21][C:20]([C:23]([O:25][CH2:26][CH3:27])=[O:24])=[CH:19][CH:18]=2)=[CH:12][C:11]=1[CH3:28])(=[O:4])=[O:3]. (6) Given the reactants [H-].[H-].[H-].[H-].[Li+].[Al+3].C[O:8][C:9]([C:11]1[CH:12]=[CH:13][C:14]2[O:19][C:18]([F:21])([F:20])[O:17][C:16]([F:23])([F:22])[C:15]=2[CH:24]=1)=O.O.[OH-].[Na+], predict the reaction product. The product is: [F:21][C:18]1([F:20])[O:17][C:16]([F:22])([F:23])[C:15]2[CH:24]=[C:11]([CH2:9][OH:8])[CH:12]=[CH:13][C:14]=2[O:19]1. (7) Given the reactants Br[C:2]([CH3:23])([CH3:22])[C:3]([NH:5][C:6]1[S:7][C:8]2[C:14]3[CH:15]=[N:16][NH:17][C:13]=3[CH:12]=[C:11]([C:18]([F:21])([F:20])[F:19])[C:9]=2[N:10]=1)=[O:4].[NH2:24][C:25]1[CH:26]=[CH:27][C:28]([Cl:41])=[C:29]([CH:40]=1)[C:30]([NH:32][CH2:33][CH2:34][C:35]([O:37][CH2:38][CH3:39])=[O:36])=[O:31].O, predict the reaction product. The product is: [Cl:41][C:28]1[CH:27]=[CH:26][C:25]([NH:24][C:2]([CH3:23])([C:3](=[O:4])[NH:5][C:6]2[S:7][C:8]3[C:14]4[CH:15]=[N:16][NH:17][C:13]=4[CH:12]=[C:11]([C:18]([F:21])([F:20])[F:19])[C:9]=3[N:10]=2)[CH3:22])=[CH:40][C:29]=1[C:30]([NH:32][CH2:33][CH2:34][C:35]([O:37][CH2:38][CH3:39])=[O:36])=[O:31].